Dataset: Forward reaction prediction with 1.9M reactions from USPTO patents (1976-2016). Task: Predict the product of the given reaction. (1) Given the reactants [CH3:1][N:2]([CH3:19])[C:3](=[O:18])[C@H:4]([O:6][C:7]1[CH:16]=[CH:15][CH:14]=[C:13]2[C:8]=1[C:9](=O)[NH:10][CH:11]=[N:12]2)[CH3:5].C1(P(C2C=CC=CC=2)C2C=CC=CC=2)C=CC=CC=1.C(Cl)(Cl)(Cl)Cl.[S:44]1[CH:48]=[CH:47][N:46]=[C:45]1[CH2:49][N:50]1[C:58]2[C:53](=[CH:54][C:55]([NH2:59])=[CH:56][CH:57]=2)[CH:52]=[CH:51]1, predict the reaction product. The product is: [CH3:1][N:2]([CH3:19])[C:3](=[O:18])[C@H:4]([O:6][C:7]1[CH:16]=[CH:15][CH:14]=[C:13]2[C:8]=1[C:9]([NH:59][C:55]1[CH:54]=[C:53]3[C:58](=[CH:57][CH:56]=1)[N:50]([CH2:49][C:45]1[S:44][CH:48]=[CH:47][N:46]=1)[CH:51]=[CH:52]3)=[N:10][CH:11]=[N:12]2)[CH3:5]. (2) The product is: [C:1]([CH:3]1[CH2:8][CH2:7][N:6]([C:9]([C@H:11]([NH:16][C:17]([C:19]2[C:27]3[C:22](=[N:23][CH:24]=[C:25]([C:40]4[S:39][C:38]([Cl:37])=[N:42][CH:41]=4)[N:26]=3)[N:21]([CH2:29][O:30][CH2:31][CH2:32][Si:33]([CH3:36])([CH3:35])[CH3:34])[CH:20]=2)=[O:18])[C:12]([CH3:15])([CH3:14])[CH3:13])=[O:10])[CH2:5][CH2:4]1)#[N:2]. Given the reactants [C:1]([CH:3]1[CH2:8][CH2:7][N:6]([C:9]([C@H:11]([NH:16][C:17]([C:19]2[C:27]3[C:22](=[N:23][CH:24]=[C:25](Br)[N:26]=3)[N:21]([CH2:29][O:30][CH2:31][CH2:32][Si:33]([CH3:36])([CH3:35])[CH3:34])[CH:20]=2)=[O:18])[C:12]([CH3:15])([CH3:14])[CH3:13])=[O:10])[CH2:5][CH2:4]1)#[N:2].[Cl:37][C:38]1[S:39][C:40](B2OC(C)(C)C(C)(C)O2)=[CH:41][N:42]=1.C(=O)([O-])[O-].[Cs+].[Cs+].O, predict the reaction product. (3) Given the reactants [CH3:1][CH:2]([CH3:38])[CH:3]([N:7]1[CH2:10][CH:9]([CH2:11][C:12]2[N:13]([CH3:37])[C:14]3[C:19]([N:20]=2)=[C:18]([N:21]2[CH2:26][CH2:25][O:24][CH2:23][CH2:22]2)[N:17]=[C:16]([N:27]2[C:31]4[CH:32]=[CH:33][CH:34]=[CH:35][C:30]=4[N:29]=[C:28]2[CH3:36])[N:15]=3)[CH2:8]1)[C:4]([OH:6])=O.[OH-].[NH4+:40], predict the reaction product. The product is: [CH3:1][CH:2]([CH3:38])[CH:3]([N:7]1[CH2:10][CH:9]([CH2:11][C:12]2[N:13]([CH3:37])[C:14]3[C:19]([N:20]=2)=[C:18]([N:21]2[CH2:22][CH2:23][O:24][CH2:25][CH2:26]2)[N:17]=[C:16]([N:27]2[C:31]4[CH:32]=[CH:33][CH:34]=[CH:35][C:30]=4[N:29]=[C:28]2[CH3:36])[N:15]=3)[CH2:8]1)[C:4]([NH2:40])=[O:6]. (4) Given the reactants [OH:1][CH2:2][C:3]1[CH:4]=[C:5]([I:19])[CH:6]=[C:7]2[C:12]=1[NH:11][CH:10]=[C:9]([C:13]([O:15][CH2:16]C)=[O:14])[C:8]2=[O:18].O.[C:21]1(C)[CH:26]=CC(S(O)(=O)=O)=C[CH:22]=1.COC(OC)(C)C, predict the reaction product. The product is: [I:19][C:5]1[CH:6]=[C:7]2[C:12]3=[C:3]([CH2:2][O:1][C:21]([CH3:26])([CH3:22])[N:11]3[CH:10]=[C:9]([C:13]([O:15][CH3:16])=[O:14])[C:8]2=[O:18])[CH:4]=1. (5) The product is: [C:1]([C:4]1[C:22](=[O:23])[C@@:8]2([CH3:24])[C:9]3[C:15]([OH:16])=[CH:14][C:13]([O:17][CH3:18])=[C:12]([C:19]([NH:21][CH2:26][C:27]4[CH:34]=[CH:33][C:30]([CH3:31])=[CH:29][CH:28]=4)=[O:20])[C:10]=3[O:11][C:7]2=[CH:6][C:5]=1[OH:25])(=[O:3])[CH3:2]. Given the reactants [C:1]([C:4]1[C:22](=[O:23])[C@@:8]2([CH3:24])[C:9]3[C:15]([OH:16])=[CH:14][C:13]([O:17][CH3:18])=[C:12]([C:19]([NH2:21])=[O:20])[C:10]=3[O:11][C:7]2=[CH:6][C:5]=1[OH:25])(=[O:3])[CH3:2].[CH3:26][C:27]1[CH:34]=[CH:33][C:30]([CH:31]=O)=[CH:29][CH:28]=1.C([SiH](CC)CC)C.FC(F)(F)C(O)=O, predict the reaction product. (6) Given the reactants [H-].[Al+3].[Li+].[H-].[H-].[H-].[F:7][C:8]1[CH:13]=[CH:12][C:11]([C:14]2([CH:18]3[C:27]4[C:22](=[CH:23][CH:24]=[C:25]([O:28][CH2:29][CH2:30][NH:31][S:32]([CH2:35][CH2:36][CH3:37])(=[O:34])=[O:33])[CH:26]=4)[CH2:21][CH2:20][N:19]3[N:38]=O)[CH2:17][CH2:16][CH2:15]2)=[CH:10][CH:9]=1, predict the reaction product. The product is: [NH2:38][N:19]1[CH2:20][CH2:21][C:22]2[C:27](=[CH:26][C:25]([O:28][CH2:29][CH2:30][NH:31][S:32]([CH2:35][CH2:36][CH3:37])(=[O:34])=[O:33])=[CH:24][CH:23]=2)[CH:18]1[C:14]1([C:11]2[CH:10]=[CH:9][C:8]([F:7])=[CH:13][CH:12]=2)[CH2:15][CH2:16][CH2:17]1. (7) Given the reactants [NH2:1][C:2]1[CH:7]=[CH:6][C:5]([N:8]2[C:14](=[O:15])[CH2:13][C:12](=[O:16])[NH:11][C:10]3[C:17]4[CH2:18][CH2:19][CH2:20][CH2:21][C:22]=4[CH:23]=[CH:24][C:9]2=3)=[CH:4][CH:3]=1.[C:25](Cl)(=[O:29])[CH:26]([CH3:28])[CH3:27].Cl, predict the reaction product. The product is: [CH:26]([C:25]([NH:1][C:2]1[CH:3]=[CH:4][C:5]([N:8]2[C:14](=[O:15])[CH2:13][C:12](=[O:16])[NH:11][C:10]3[C:17]4[CH2:18][CH2:19][CH2:20][CH2:21][C:22]=4[CH:23]=[CH:24][C:9]2=3)=[CH:6][CH:7]=1)=[O:29])([CH3:28])[CH3:27].